From a dataset of Reaction yield outcomes from USPTO patents with 853,638 reactions. Predict the reaction yield, written as a fraction of the theoretical maximum amount of product (1.0 means a 100% yield; for example, 0.34 means a 34% yield). The reactants are [CH2:1]([C:3]1[S:24][C:6]2=[N:7][C:8]([CH3:23])=[C:9]([CH2:18][C:19]([O:21][CH3:22])=[O:20])[C:10]([C:11]3[CH:16]=[CH:15][C:14]([CH3:17])=[CH:13][CH:12]=3)=[C:5]2[C:4]=1[CH3:25])[CH3:2].[Li+].C[Si]([N-][Si](C)(C)C)(C)C.[CH2:36]1[CH2:40]OC[CH2:37]1.ICCC. The catalyst is CN(C=O)C. The product is [CH2:1]([C:3]1[S:24][C:6]2=[N:7][C:8]([CH3:23])=[C:9]([CH:18]([CH2:37][CH2:36][CH3:40])[C:19]([O:21][CH3:22])=[O:20])[C:10]([C:11]3[CH:12]=[CH:13][C:14]([CH3:17])=[CH:15][CH:16]=3)=[C:5]2[C:4]=1[CH3:25])[CH3:2]. The yield is 0.540.